From a dataset of Peptide-MHC class II binding affinity with 134,281 pairs from IEDB. Regression. Given a peptide amino acid sequence and an MHC pseudo amino acid sequence, predict their binding affinity value. This is MHC class II binding data. (1) The peptide sequence is QWAQDLTLPWQSGSG. The MHC is DRB1_0404 with pseudo-sequence DRB1_0404. The binding affinity (normalized) is 0. (2) The peptide sequence is VHAQTVEDEARRMWA. The MHC is HLA-DPA10103-DPB10401 with pseudo-sequence HLA-DPA10103-DPB10401. The binding affinity (normalized) is 0.